Task: Binary Classification. Given a drug SMILES string, predict its activity (active/inactive) in a high-throughput screening assay against a specified biological target.. Dataset: Cav3 T-type calcium channel HTS with 100,875 compounds (1) The drug is Clc1c(onc1C)C(=O)Nc1c(n(n(c1=O)c1ccccc1)C)C. The result is 0 (inactive). (2) The compound is S(c1n(CC(C)C)c2c(n1)cccc2)CC(=O)NC(=O)NCCC. The result is 0 (inactive).